From a dataset of Catalyst prediction with 721,799 reactions and 888 catalyst types from USPTO. Predict which catalyst facilitates the given reaction. (1) Reactant: [CH3:1][O:2][C:3]1[CH:4]=[C:5]([CH:7]=[CH:8][C:9]=1[C:10]1[O:14][CH:13]=[N:12][CH:11]=1)[NH2:6].[C:15]([O:19][C:20]([NH:22][C@H:23]([CH2:27][CH:28]([CH3:30])[CH3:29])[C:24](O)=[O:25])=[O:21])([CH3:18])([CH3:17])[CH3:16].C(N(CC)C(C)C)(C)C.CN(C(ON1N=NC2C=CC=NC1=2)=[N+](C)C)C.F[P-](F)(F)(F)(F)F.C([O-])(O)=O.[Na+]. Product: [CH3:1][O:2][C:3]1[CH:4]=[C:5]([NH:6][C:24](=[O:25])[C@H:23]([NH:22][C:20](=[O:21])[O:19][C:15]([CH3:18])([CH3:17])[CH3:16])[CH2:27][CH:28]([CH3:30])[CH3:29])[CH:7]=[CH:8][C:9]=1[C:10]1[O:14][CH:13]=[N:12][CH:11]=1. The catalyst class is: 2. (2) Reactant: [P:1]([O-:21])([O:12][CH2:13][CH:14]([CH2:19][CH3:20])[CH2:15][CH2:16][CH2:17][CH3:18])([O:3][CH2:4][CH:5]([CH2:10][CH3:11])[CH2:6][CH2:7][CH2:8][CH3:9])=[O:2].[Br-].[CH2:23]([NH3+:37])[CH2:24][CH2:25][CH2:26][CH2:27][CH2:28][CH2:29][CH2:30][CH2:31][CH2:32][CH2:33][CH2:34][CH2:35][CH3:36].[OH-].[Na+]. Product: [CH2:10]([CH:5]([CH2:6][CH2:7][CH2:8][CH3:9])[CH2:4][O:3][P:1]([O-:21])([O:12][CH2:13][CH:14]([CH2:19][CH3:20])[CH2:15][CH2:16][CH2:17][CH3:18])=[O:2])[CH3:11].[CH2:23]([NH3+:37])[CH2:24][CH2:25][CH2:26][CH2:27][CH2:28][CH2:29][CH2:30][CH2:31][CH2:32][CH2:33][CH2:34][CH2:35][CH3:36]. The catalyst class is: 95. (3) Reactant: [Cl:1][C:2]1[CH:7]=[CH:6][C:5]([CH2:8][CH2:9][C@:10]2([CH2:27][N:28]3[CH:32]=[CH:31][N:30]=[CH:29]3)[O:14][C@H:13]([CH2:15]OS(C3C=CC(C)=CC=3)(=O)=O)[CH2:12][O:11]2)=[CH:4][CH:3]=1.[N-:33]=[N+:34]=[N-:35].[Na+]. Product: [N:33]([CH2:15][CH:13]1[CH2:12][O:11][C:10]([CH2:27][N:28]2[CH:32]=[CH:31][N:30]=[CH:29]2)([CH2:9][CH2:8][C:5]2[CH:6]=[CH:7][C:2]([Cl:1])=[CH:3][CH:4]=2)[O:14]1)=[N+:34]=[N-:35]. The catalyst class is: 35. (4) Reactant: [F:1][C:2]([F:36])([F:35])[C:3]1[CH:4]=[C:5]([C:13]([CH3:34])([CH3:33])[C:14]([N:16]([C:18]2[CH:19]=[N:20][C:21](Cl)=[CH:22][C:23]=2[C:24]2[CH:29]=[CH:28][C:27]([F:30])=[CH:26][C:25]=2[CH3:31])[CH3:17])=[O:15])[CH:6]=[C:7]([C:9]([F:12])([F:11])[F:10])[CH:8]=1.[NH:37]1[CH2:43][CH2:42][CH2:41][C@H:38]1[CH2:39][OH:40].C(=O)([O-])[O-].[K+].[K+]. Product: [F:1][C:2]([F:36])([F:35])[C:3]1[CH:4]=[C:5]([C:13]([CH3:34])([CH3:33])[C:14]([N:16]([C:18]2[CH:19]=[N:20][C:21]([N:37]3[CH2:43][CH2:42][CH2:41][C@H:38]3[CH2:39][OH:40])=[CH:22][C:23]=2[C:24]2[CH:29]=[CH:28][C:27]([F:30])=[CH:26][C:25]=2[CH3:31])[CH3:17])=[O:15])[CH:6]=[C:7]([C:9]([F:12])([F:11])[F:10])[CH:8]=1. The catalyst class is: 58.